This data is from Reaction yield outcomes from USPTO patents with 853,638 reactions. The task is: Predict the reaction yield, written as a fraction of the theoretical maximum amount of product (1.0 means a 100% yield; for example, 0.34 means a 34% yield). (1) The catalyst is C(O)C. The reactants are [N+:1]([C:4]1[CH:11]=[CH:10][C:7]([CH2:8]Br)=[CH:6][CH:5]=1)([O-:3])=[O:2].[CH2:12]([SH:28])[CH2:13][CH2:14][CH2:15][CH2:16][CH2:17][CH2:18][CH2:19][CH2:20][CH2:21][CH2:22][CH2:23][CH2:24][CH2:25][CH2:26][CH3:27].[O-]CC.[Na+].C(Br)C1C=CC=CC=1. The yield is 0.895. The product is [CH2:12]([S:28][CH2:8][C:7]1[CH:10]=[CH:11][C:4]([N+:1]([O-:3])=[O:2])=[CH:5][CH:6]=1)[CH2:13][CH2:14][CH2:15][CH2:16][CH2:17][CH2:18][CH2:19][CH2:20][CH2:21][CH2:22][CH2:23][CH2:24][CH2:25][CH2:26][CH3:27]. (2) The reactants are C[O:2][C:3](=S)[NH:4][C:5]1[CH:6]=[C:7]2[C:11](=[C:12]([C:14]3[S:18][C:17]4[CH:19]=[CH:20][CH:21]=[CH:22][C:16]=4[CH:15]=3)[CH:13]=1)[NH:10][N:9]=[CH:8]2.[N:24]1[CH:29]=[CH:28][CH:27]=[CH:26][C:25]=1[CH2:30][CH2:31][NH2:32]. The catalyst is C(O)C. The product is [S:18]1[C:14]([C:12]2[CH:13]=[C:5]([NH:4][C:3]([NH:32][CH2:31][CH2:30][C:25]3[CH:26]=[CH:27][CH:28]=[CH:29][N:24]=3)=[O:2])[CH:6]=[C:7]3[C:11]=2[NH:10][N:9]=[CH:8]3)=[CH:15][C:16]2[CH:22]=[CH:21][CH:20]=[CH:19][C:17]1=2. The yield is 0.390. (3) The reactants are Cl[C:2]1[CH:3]=[C:4]([CH:18]=[C:19]([N:21]2[CH2:26][CH2:25][CH2:24][CH2:23][CH2:22]2)[N:20]=1)[C:5]([NH:7][CH2:8][C:9]1[C:10](=[O:17])[NH:11][C:12]([CH3:16])=[CH:13][C:14]=1[CH3:15])=[O:6].B(O)O.[C:30]([O-:33])([O-])=O.[Na+].[Na+].O1[CH2:41][CH2:40]OCC1.O. The catalyst is C1C=CC([P]([Pd]([P](C2C=CC=CC=2)(C2C=CC=CC=2)C2C=CC=CC=2)([P](C2C=CC=CC=2)(C2C=CC=CC=2)C2C=CC=CC=2)[P](C2C=CC=CC=2)(C2C=CC=CC=2)C2C=CC=CC=2)(C2C=CC=CC=2)C2C=CC=CC=2)=CC=1. The product is [CH3:15][C:14]1[CH:13]=[C:12]([CH3:16])[NH:11][C:10](=[O:17])[C:9]=1[CH2:8][NH:7][C:5](=[O:6])[C:4]1[CH:18]=[C:19]([N:21]2[CH2:26][CH2:25][CH2:24][CH2:23][CH2:22]2)[N:20]=[C:2]([C:41]2[CH:40]=[CH:5][C:4]([CH:30]=[O:33])=[CH:3][CH:2]=2)[CH:3]=1. The yield is 0.710. (4) The reactants are [Li][CH2:2][CH2:3][CH2:4][CH3:5].C([NH:8][CH3:9])C.[CH:10]([Ge:13](C(C)C)([CH:15]([CH3:17])[CH3:16])Cl)([CH3:12])[CH3:11].[CH3:21]COCC. No catalyst specified. The product is [CH2:3]([C:4]([Ge:13]([NH:8][CH3:9])([CH:15]([CH3:17])[CH3:16])[CH:10]([CH3:12])[CH3:11])([CH3:5])[CH3:21])[CH3:2]. The yield is 0.980. (5) The reactants are [NH:1]1[C:9]2[C:4](=[CH:5][C:6]([C:10]([N:12]3[CH2:18][C:17]4([CH3:20])[CH2:19][CH:13]3[CH2:14][C:15]([CH3:22])([CH3:21])[CH2:16]4)=[O:11])=[CH:7][CH:8]=2)[CH:3]=[CH:2]1.[H-].[Na+].[CH3:25]I. The catalyst is CN(C=O)C. The product is [CH3:25][N:1]1[C:9]2[C:4](=[CH:5][C:6]([C:10]([N:12]3[CH2:18][C:17]4([CH3:20])[CH2:19][CH:13]3[CH2:14][C:15]([CH3:22])([CH3:21])[CH2:16]4)=[O:11])=[CH:7][CH:8]=2)[CH:3]=[CH:2]1. The yield is 0.500.